The task is: Predict which catalyst facilitates the given reaction.. This data is from Catalyst prediction with 721,799 reactions and 888 catalyst types from USPTO. (1) Reactant: [O:1]([C:8]1[CH:13]=[CH:12][C:11]([C:14]2[C:22]3[C:17](=[N:18][CH:19]=[N:20][C:21]=3[NH2:23])[N:16]([CH:24]3[CH2:29][CH2:28][NH:27][CH2:26][CH2:25]3)[N:15]=2)=[CH:10][CH:9]=1)[C:2]1[CH:7]=[CH:6][CH:5]=[CH:4][CH:3]=1.[C:30]([O:34][C:35]([N:37]([CH2:43][CH2:44][OH:45])[CH2:38][CH2:39][C:40](O)=[O:41])=[O:36])([CH3:33])([CH3:32])[CH3:31].Cl.CN(C)CCCN=C=NCC.C(N(CC)C(C)C)(C)C.ON1C2N=CC=CC=2N=N1. Product: [NH2:23][C:21]1[N:20]=[CH:19][N:18]=[C:17]2[N:16]([CH:24]3[CH2:29][CH2:28][N:27]([C:40](=[O:41])[CH2:39][CH2:38][N:37]([CH2:43][CH2:44][OH:45])[C:35](=[O:36])[O:34][C:30]([CH3:31])([CH3:32])[CH3:33])[CH2:26][CH2:25]3)[N:15]=[C:14]([C:11]3[CH:10]=[CH:9][C:8]([O:1][C:2]4[CH:7]=[CH:6][CH:5]=[CH:4][CH:3]=4)=[CH:13][CH:12]=3)[C:22]=12. The catalyst class is: 4. (2) Reactant: [CH3:1][C:2]1[CH:24]=[N:23][C:5]2[N:6]([C:11]([O:13]C3C=CC([N+]([O-])=O)=CC=3)=O)[CH2:7][C:8](=[O:10])[NH:9][C:4]=2[CH:3]=1.[O:25]1[CH2:30][CH2:29][CH:28]([CH2:31][CH:32]([C:34]2[CH:39]=[CH:38][C:37]([O:40][C:41]([F:44])([F:43])[F:42])=[CH:36][CH:35]=2)[NH2:33])[CH2:27][CH2:26]1.C(N(CC)CC)C.O. Product: [CH3:1][C:2]1[CH:24]=[N:23][C:5]2[N:6]([C:11]([NH:33][CH:32]([C:34]3[CH:39]=[CH:38][C:37]([O:40][C:41]([F:44])([F:42])[F:43])=[CH:36][CH:35]=3)[CH2:31][CH:28]3[CH2:27][CH2:26][O:25][CH2:30][CH2:29]3)=[O:13])[CH2:7][C:8](=[O:10])[NH:9][C:4]=2[CH:3]=1. The catalyst class is: 9. (3) Reactant: C(=O)([O-])[O-].[K+].[K+].[N:7]1([C:13]2[CH:14]=[CH:15][C:16]3[O:20][C:19]([C:21]([NH2:23])=[O:22])=[CH:18][C:17]=3[CH:24]=2)[CH2:12][CH2:11][NH:10][CH2:9][CH2:8]1.Cl[CH2:26][CH2:27][CH2:28][CH2:29][C:30]1[C:38]2[C:33](=[CH:34][CH:35]=[C:36]([C:39]#[N:40])[CH:37]=2)[NH:32][CH:31]=1. The catalyst class is: 6. Product: [C:39]([C:36]1[CH:37]=[C:38]2[C:33](=[CH:34][CH:35]=1)[NH:32][CH:31]=[C:30]2[CH2:29][CH2:28][CH2:27][CH2:26][N:10]1[CH2:9][CH2:8][N:7]([C:13]2[CH:14]=[CH:15][C:16]3[O:20][C:19]([C:21]([NH2:23])=[O:22])=[CH:18][C:17]=3[CH:24]=2)[CH2:12][CH2:11]1)#[N:40]. (4) Reactant: [Cl:1][C:2]1[CH:3]=[N:4][C:5]2[C:10]([C:11]=1[CH2:12][CH2:13][C:14]13[CH2:21][CH2:20][C:17]([NH:22][CH2:23][C:24]4[CH:25]=[CH:26][C:27]5[O:28][CH2:29][C:30](=[O:34])[NH:31][C:32]=5[N:33]=4)([CH2:18][CH2:19]1)[CH2:16][CH2:15]3)=[N:9][C:8]([O:35]C)=[CH:7][CH:6]=2. Product: [Cl:1][C:2]1[CH:3]=[N:4][C:5]2[C:10]([C:11]=1[CH2:12][CH2:13][C:14]13[CH2:19][CH2:18][C:17]([NH:22][CH2:23][C:24]4[CH:25]=[CH:26][C:27]5[O:28][CH2:29][C:30](=[O:34])[NH:31][C:32]=5[N:33]=4)([CH2:16][CH2:15]1)[CH2:20][CH2:21]3)=[N:9][C:8]([OH:35])=[CH:7][CH:6]=2. The catalyst class is: 33. (5) Reactant: [CH2:1]([N:8]([CH2:45][C:46]1[CH:51]=[CH:50][CH:49]=[CH:48][CH:47]=1)[C:9]1[N:14]=[CH:13][N:12]=[C:11]([NH:15][C:16]2[CH:17]=[C:18]([N:22]([CH3:30])[C:23](=[O:29])[O:24][C:25]([CH3:28])([CH3:27])[CH3:26])[CH:19]=[CH:20][CH:21]=2)[C:10]=1[NH:31][C:32]1[CH:37]=[CH:36][C:35]([O:38][C:39]2[CH:44]=[CH:43][CH:42]=[CH:41][CH:40]=2)=[CH:34][N:33]=1)[C:2]1[CH:7]=[CH:6][CH:5]=[CH:4][CH:3]=1.Cl[C:53](Cl)([O:55]C(=O)OC(Cl)(Cl)Cl)Cl. Product: [CH2:45]([N:8]([CH2:1][C:2]1[CH:7]=[CH:6][CH:5]=[CH:4][CH:3]=1)[C:9]1[N:14]=[CH:13][N:12]=[C:11]2[C:10]=1[N:31]([C:32]1[CH:37]=[CH:36][C:35]([O:38][C:39]3[CH:40]=[CH:41][CH:42]=[CH:43][CH:44]=3)=[CH:34][N:33]=1)[C:53](=[O:55])[N:15]2[C:16]1[CH:17]=[C:18]([N:22]([CH3:30])[C:23](=[O:29])[O:24][C:25]([CH3:27])([CH3:28])[CH3:26])[CH:19]=[CH:20][CH:21]=1)[C:46]1[CH:47]=[CH:48][CH:49]=[CH:50][CH:51]=1. The catalyst class is: 2. (6) Reactant: [OH-].[Na+].[NH2:3][C:4]1[C:5]([C:21](=[O:23])[CH3:22])=[N:6][C:7]([N:10]2[CH2:15][CH2:14][N:13]([S:16]([CH2:19][CH3:20])(=[O:18])=[O:17])[CH2:12][CH2:11]2)=[CH:8][N:9]=1.[CH:24](=O)[C:25]1[CH:30]=[CH:29][CH:28]=[CH:27][CH:26]=1. Product: [NH2:3][C:4]1[C:5]([C:21](=[O:23])/[CH:22]=[CH:24]/[C:25]2[CH:30]=[CH:29][CH:28]=[CH:27][CH:26]=2)=[N:6][C:7]([N:10]2[CH2:11][CH2:12][N:13]([S:16]([CH2:19][CH3:20])(=[O:18])=[O:17])[CH2:14][CH2:15]2)=[CH:8][N:9]=1. The catalyst class is: 5. (7) Reactant: C(OC(=O)[NH:7][CH2:8][CH2:9][CH2:10][NH:11][C:12]1[S:13][C:14]([C:18]([C:20]2[S:21][C:22]([Cl:25])=[CH:23][CH:24]=2)=[O:19])=[C:15]([NH2:17])[N:16]=1)(C)(C)C.[C:27]([OH:33])([C:29]([F:32])([F:31])[F:30])=[O:28]. Product: [NH2:17][C:15]1[N:16]=[C:12]([NH:11][CH2:10][CH2:9][CH2:8][NH2:7])[S:13][C:14]=1[C:18]([C:20]1[S:21][C:22]([Cl:25])=[CH:23][CH:24]=1)=[O:19].[C:27]([OH:33])([C:29]([F:32])([F:31])[F:30])=[O:28]. The catalyst class is: 4. (8) Reactant: Br[C:2]1[C:3]2[C:7]([CH:8]=[CH:9][CH:10]=1)=[N:6][N:5]1[C:11]([CH:16]3[CH2:21][CH2:20][N:19]([C:22]([O:24][C:25]([CH3:28])([CH3:27])[CH3:26])=[O:23])[CH2:18][CH2:17]3)=[CH:12][C:13](=[O:15])[NH:14][C:4]=21.[S:29]1[CH:33]=[CH:32][CH:31]=[C:30]1B(O)O.P([O-])([O-])([O-])=O.[K+].[K+].[K+]. Product: [O:15]=[C:13]1[CH:12]=[C:11]([CH:16]2[CH2:17][CH2:18][N:19]([C:22]([O:24][C:25]([CH3:28])([CH3:27])[CH3:26])=[O:23])[CH2:20][CH2:21]2)[N:5]2[N:6]=[C:7]3[C:3]([C:2]([C:30]4[S:29][CH:33]=[CH:32][CH:31]=4)=[CH:10][CH:9]=[CH:8]3)=[C:4]2[NH:14]1. The catalyst class is: 7. (9) Reactant: [Cl:1][C:2]1[NH:10][C:9]2[C:8](=[O:11])[N:7]([CH2:12][CH2:13][CH2:14][CH2:15][C:16]([OH:18])=O)[C:6](=[O:19])[N:5]([CH2:20][CH3:21])[C:4]=2[N:3]=1.C1N=CN(C(N2C=NC=C2)=O)C=1.[F:34][C:35]1[CH:44]=[C:43]([F:45])[CH:42]=[CH:41][C:36]=1[C:37](=[N:39]O)[NH2:38]. Product: [Cl:1][C:2]1[NH:10][C:9]2[C:8](=[O:11])[N:7]([CH2:12][CH2:13][CH2:14][CH2:15][C:16]3[O:18][N:38]=[C:37]([C:36]4[CH:41]=[CH:42][C:43]([F:45])=[CH:44][C:35]=4[F:34])[N:39]=3)[C:6](=[O:19])[N:5]([CH2:20][CH3:21])[C:4]=2[N:3]=1. The catalyst class is: 16.